This data is from TCR-epitope binding with 47,182 pairs between 192 epitopes and 23,139 TCRs. The task is: Binary Classification. Given a T-cell receptor sequence (or CDR3 region) and an epitope sequence, predict whether binding occurs between them. (1) The epitope is FLRGRAYGL. The TCR CDR3 sequence is CAGSFTTLGEQYF. Result: 0 (the TCR does not bind to the epitope). (2) The epitope is LPAADLDDF. The TCR CDR3 sequence is CASSWSRESGNTIYF. Result: 1 (the TCR binds to the epitope). (3) The epitope is NLDSKVGGNY. The TCR CDR3 sequence is CASTSGTGPNEKLFF. Result: 0 (the TCR does not bind to the epitope). (4) The epitope is IYSKHTPINL. The TCR CDR3 sequence is CSVEDNSGGELPYEQYF. Result: 0 (the TCR does not bind to the epitope). (5) The epitope is LSDDAVVCFNSTY. The TCR CDR3 sequence is CASSPETGIGGQPQHF. Result: 0 (the TCR does not bind to the epitope). (6) The epitope is YVLDHLIVV. The TCR CDR3 sequence is CASSEGNRGETQYF. Result: 0 (the TCR does not bind to the epitope). (7) The epitope is SEETGTLIV. The TCR CDR3 sequence is CSVVGEQGAMYNYGYTF. Result: 1 (the TCR binds to the epitope). (8) The epitope is YVFCTVNAL. The TCR CDR3 sequence is CASSQLAGQVNEQFF. Result: 1 (the TCR binds to the epitope).